Dataset: Forward reaction prediction with 1.9M reactions from USPTO patents (1976-2016). Task: Predict the product of the given reaction. (1) Given the reactants [NH2:1][C:2]1[CH:7]=[CH:6][C:5]([S:8]([F:13])([F:12])([F:11])([F:10])[F:9])=[CH:4][C:3]=1[N+:14]([O-:16])=[O:15].[CH3:17]N(C=O)C.IC, predict the reaction product. The product is: [CH3:17][NH:1][C:2]1[CH:7]=[CH:6][C:5]([S:8]([F:11])([F:12])([F:13])([F:10])[F:9])=[CH:4][C:3]=1[N+:14]([O-:16])=[O:15]. (2) Given the reactants [F:1][C:2]1[CH:7]=[C:6]([F:8])[CH:5]=[CH:4][C:3]=1[N:9]1[C:17](=[O:18])[C:16]2[C@@H:15]3[C:19]([CH3:21])([CH3:20])[C@@:12]([CH3:22])([CH2:13][CH2:14]3)[C:11]=2[NH:10]1.[F:23][C:24]1[CH:31]=[CH:30][C:27]([CH2:28]Br)=[CH:26][CH:25]=1.ClCCl.O, predict the reaction product. The product is: [F:1][C:2]1[CH:7]=[C:6]([F:8])[CH:5]=[CH:4][C:3]=1[N:9]1[C:17](=[O:18])[C:16]2[C@@H:15]3[C:19]([CH3:21])([CH3:20])[C@@:12]([CH3:22])([CH2:13][CH2:14]3)[C:11]=2[N:10]1[CH2:28][C:27]1[CH:30]=[CH:31][C:24]([F:23])=[CH:25][CH:26]=1.